The task is: Binary Classification. Given a drug SMILES string, predict its activity (active/inactive) in a high-throughput screening assay against a specified biological target.. This data is from M1 muscarinic receptor agonist screen with 61,833 compounds. (1) The compound is Clc1c(NC(=O)c2ccncc2)cccc1Cl. The result is 0 (inactive). (2) The result is 0 (inactive). The compound is S(=O)(=O)(N1CCCC1)c1ccc(cc1)c1n(c(SCC(=O)Nc2sc(nn2)CC)nn1)C. (3) The drug is O=C(N1CCN(CC1)C(=O)COC(=O)c1ccncc1)COC(=O)c1ccncc1. The result is 0 (inactive). (4) The molecule is N(C(C)C)c1nc(NCC)nc(n1)N(CC#C)C#N. The result is 0 (inactive).